The task is: Predict the reaction yield, written as a fraction of the theoretical maximum amount of product (1.0 means a 100% yield; for example, 0.34 means a 34% yield).. This data is from Reaction yield outcomes from USPTO patents with 853,638 reactions. (1) The reactants are [F:1][C:2]1[CH:3]=[C:4]([CH:17]=[CH:18][C:19]=1[F:20])[CH2:5][O:6][CH2:7][CH2:8][CH2:9][CH2:10][CH2:11][CH2:12][CH2:13][C:14]([OH:16])=O.C(N(CC)C(C)C)(C)C.N1(OC(N(C)C)=[N+](C)C)C2N=CC=CC=2N=N1.F[P-](F)(F)(F)(F)F.Cl.Cl.[CH2:56]([O:63][C:64](=[O:72])[CH2:65][C@@H:66]([NH2:71])[CH2:67][N:68]([CH3:70])[CH3:69])[C:57]1[CH:62]=[CH:61][CH:60]=[CH:59][CH:58]=1. The catalyst is CN(C)C=O. The product is [CH2:56]([O:63][C:64](=[O:72])[CH2:65][C@@H:66]([NH:71][C:14](=[O:16])[CH2:13][CH2:12][CH2:11][CH2:10][CH2:9][CH2:8][CH2:7][O:6][CH2:5][C:4]1[CH:17]=[CH:18][C:19]([F:20])=[C:2]([F:1])[CH:3]=1)[CH2:67][N:68]([CH3:69])[CH3:70])[C:57]1[CH:62]=[CH:61][CH:60]=[CH:59][CH:58]=1. The yield is 0.500. (2) The reactants are [Cl:1][C:2]1[CH:7]=[CH:6][CH:5]=[C:4]([Cl:8])[C:3]=1[SH:9].O[CH2:11][C:12]1[C:16]([C:17]([O:19][CH3:20])=[O:18])=[C:15]([CH:21]([CH3:23])[CH3:22])[O:14][N:13]=1.C1(P(C2C=CC=CC=2)C2C=CC=CC=2)C=CC=CC=1.N(C(OC(C)(C)C)=O)=NC(OC(C)(C)C)=O. The catalyst is ClCCl. The product is [Cl:1][C:2]1[CH:7]=[CH:6][CH:5]=[C:4]([Cl:8])[C:3]=1[S:9][CH2:11][C:12]1[C:16]([C:17]([O:19][CH3:20])=[O:18])=[C:15]([CH:21]([CH3:23])[CH3:22])[O:14][N:13]=1. The yield is 1.00.